Dataset: Catalyst prediction with 721,799 reactions and 888 catalyst types from USPTO. Task: Predict which catalyst facilitates the given reaction. (1) Reactant: C(NC(C)C)(C)C.[CH3:8][C:9]1[O:10][C:11]([CH3:15])=[C:12]([CH3:14])[N:13]=1.[C:16]([O:20][C:21](=[O:42])[N:22]([C:28]1[CH:33]=[C:32]([N:34]2[CH2:39][CH2:38][S:37][CH2:36][CH2:35]2)[CH:31]=[C:30]([CH:40]=[O:41])[N:29]=1)[CH2:23][C:24]([F:27])([F:26])[F:25])([CH3:19])([CH3:18])[CH3:17].[Cl-].[NH4+]. Product: [C:16]([O:20][C:21](=[O:42])[N:22]([C:28]1[CH:33]=[C:32]([N:34]2[CH2:35][CH2:36][S:37][CH2:38][CH2:39]2)[CH:31]=[C:30]([CH:40]([OH:41])[CH2:8][C:9]2[O:10][C:11]([CH3:15])=[C:12]([CH3:14])[N:13]=2)[N:29]=1)[CH2:23][C:24]([F:25])([F:27])[F:26])([CH3:19])([CH3:17])[CH3:18]. The catalyst class is: 7. (2) Reactant: Cl.[NH2:2][C@H:3]1[CH2:8][CH2:7][C@H:6]([C:9]([NH:11][C:12]2[C:16]3[CH:17]=[CH:18][CH:19]=[CH:20][C:15]=3[O:14][C:13]=2[C:21]([NH:23][C:24]2[CH:29]=[CH:28][C:27]([Cl:30])=[CH:26][CH:25]=2)=[O:22])=[O:10])[CH2:5][CH2:4]1.C(N(CC)CC)C.I[CH2:39][CH2:40][OH:41]. Product: [OH:41][CH2:40][CH2:39][NH:2][C@H:3]1[CH2:8][CH2:7][C@H:6]([C:9]([NH:11][C:12]2[C:16]3[CH:17]=[CH:18][CH:19]=[CH:20][C:15]=3[O:14][C:13]=2[C:21]([NH:23][C:24]2[CH:25]=[CH:26][C:27]([Cl:30])=[CH:28][CH:29]=2)=[O:22])=[O:10])[CH2:5][CH2:4]1. The catalyst class is: 147. (3) Product: [Br:1][C:2]1[CH:10]=[CH:9][C:5]([C:6]([NH:19][S:16]([CH3:15])(=[O:18])=[O:17])=[O:7])=[CH:4][C:3]=1[O:11][CH:12]([F:14])[F:13]. Reactant: [Br:1][C:2]1[CH:10]=[CH:9][C:5]([C:6](O)=[O:7])=[CH:4][C:3]=1[O:11][CH:12]([F:14])[F:13].[CH3:15][S:16]([NH2:19])(=[O:18])=[O:17].Cl.C(N=C=NCCCN(C)C)C. The catalyst class is: 143. (4) Reactant: [CH2:1]([O:3][C:4]([C:6]1[N:7]=[C:8]([SH:11])[NH:9][CH:10]=1)=[O:5])[CH3:2].C(=O)([O-])[O-].[K+].[K+].[C:18]([C:20]1[CH:29]=[CH:28][C:23]([C:24](=[O:27])[CH2:25]Br)=[CH:22][C:21]=1[F:30])#[N:19]. Product: [C:18]([C:20]1[CH:29]=[CH:28][C:23]([C:24](=[O:27])[CH2:25][S:11][C:8]2[NH:7][C:6]([C:4]([O:3][CH2:1][CH3:2])=[O:5])=[CH:10][N:9]=2)=[CH:22][C:21]=1[F:30])#[N:19]. The catalyst class is: 10. (5) Reactant: C([O-])=O.[NH4+].C1(C(C2C=CC=CC=2)=[N:12][C:13]2[CH:18]=[CH:17][C:16]([C:19]3[O:34][C:22]4[N:23]=[CH:24][N:25]=[C:26]([N:27]5[CH2:32][CH2:31][N:30]([CH3:33])[CH2:29][CH2:28]5)[C:21]=4[C:20]=3[C:35]3[CH:40]=[CH:39][C:38]([F:41])=[CH:37][CH:36]=3)=[CH:15][CH:14]=2)C=CC=CC=1. Product: [F:41][C:38]1[CH:37]=[CH:36][C:35]([C:20]2[C:21]3[C:26]([N:27]4[CH2:28][CH2:29][N:30]([CH3:33])[CH2:31][CH2:32]4)=[N:25][CH:24]=[N:23][C:22]=3[O:34][C:19]=2[C:16]2[CH:17]=[CH:18][C:13]([NH2:12])=[CH:14][CH:15]=2)=[CH:40][CH:39]=1. The catalyst class is: 43. (6) Reactant: C([Li])CCC.CCCCCC.[CH2:12]([O:15][CH2:16][CH:17]1[CH2:26][CH2:25][C:20]2([O:24][CH2:23][CH2:22][O:21]2)[CH2:19][CH2:18]1)[C:13]#[CH:14].[C:27]([Si:31]([CH3:34])([CH3:33])Cl)([CH3:30])([CH3:29])[CH3:28].[Cl-].[NH4+]. Product: [O:24]1[C:20]2([CH2:25][CH2:26][CH:17]([CH2:16][O:15][CH2:12][C:13]#[C:14][Si:31]([C:27]([CH3:30])([CH3:29])[CH3:28])([CH3:34])[CH3:33])[CH2:18][CH2:19]2)[O:21][CH2:22][CH2:23]1. The catalyst class is: 7. (7) Reactant: [CH3:1][C:2]([C:4]1[CH:9]=[CH:8][C:7]([O:10][CH3:11])=[C:6]([F:12])[CH:5]=1)=O.C[Si](C)(C)[NH:15][Si](C)(C)C.[Li].Br[CH2:24][C:25]([O:27]C(C)(C)C)=O.[Cl-].[NH4+:33]. Product: [F:12][C:6]1[CH:5]=[C:4]([C:2]2[CH2:1][CH2:24][C:25](=[O:27])[NH:33][N:15]=2)[CH:9]=[CH:8][C:7]=1[O:10][CH3:11]. The catalyst class is: 1. (8) Reactant: [C:1](=O)([O-])[O-].[K+].[K+].[CH3:7][O:8][C:9]1[CH:14]=[CH:13][C:12]([C:15]23[N:32]([C:33]([C:35]4[C:36]([CH3:40])=[N:37][O:38][CH:39]=4)=[O:34])[CH2:31][CH2:30][N:16]2[C:17](=[O:29])[C:18]2[N:19]([CH:21]=[C:22]([C:24]4[NH:28][N:27]=[N:26][N:25]=4)[CH:23]=2)[CH2:20]3)=[CH:11][CH:10]=1.CI. Product: [CH3:7][O:8][C:9]1[CH:10]=[CH:11][C:12]([C:15]23[N:32]([C:33]([C:35]4[C:36]([CH3:40])=[N:37][O:38][CH:39]=4)=[O:34])[CH2:31][CH2:30][N:16]2[C:17](=[O:29])[C:18]2[N:19]([CH:21]=[C:22]([C:24]4[N:25]([CH3:1])[N:26]=[N:27][N:28]=4)[CH:23]=2)[CH2:20]3)=[CH:13][CH:14]=1.[CH3:7][O:8][C:9]1[CH:10]=[CH:11][C:12]([C:15]23[N:32]([C:33]([C:35]4[C:36]([CH3:40])=[N:37][O:38][CH:39]=4)=[O:34])[CH2:31][CH2:30][N:16]2[C:17](=[O:29])[C:18]2[N:19]([CH:21]=[C:22]([C:24]4[N:25]=[N:26][N:27]([CH3:1])[N:28]=4)[CH:23]=2)[CH2:20]3)=[CH:13][CH:14]=1. The catalyst class is: 3. (9) Reactant: [CH2:1]([O:8][C:9]1[CH:18]=[CH:17][C:12]([C:13]([NH:15][NH2:16])=[O:14])=[CH:11][CH:10]=1)[C:2]1[CH:7]=[CH:6][CH:5]=[CH:4][CH:3]=1.[CH3:19]OC(OC)N(C)C.C(O)(=O)C. Product: [CH2:1]([O:8][C:9]1[CH:10]=[CH:11][C:12]([C:13]2[O:14][CH:19]=[N:16][N:15]=2)=[CH:17][CH:18]=1)[C:2]1[CH:3]=[CH:4][CH:5]=[CH:6][CH:7]=1. The catalyst class is: 47. (10) Reactant: [F:1][C:2]1[C:3]([OH:13])=[C:4]([CH:7]=[C:8]([N+:10]([O-:12])=[O:11])[CH:9]=1)[CH:5]=O.[CH3:14][NH2:15].[BH4-].[Na+].[CH:18]1[CH:23]=[CH:22][C:21]([CH2:24][O:25][C:26](Cl)=[O:27])=[CH:20][CH:19]=1. Product: [F:1][C:2]1[C:3]([OH:13])=[C:4]([CH:7]=[C:8]([N+:10]([O-:12])=[O:11])[CH:9]=1)[CH2:5][N:15]([CH3:14])[C:26](=[O:27])[O:25][CH2:24][C:21]1[CH:22]=[CH:23][CH:18]=[CH:19][CH:20]=1. The catalyst class is: 5.